Predict the reaction yield, written as a fraction of the theoretical maximum amount of product (1.0 means a 100% yield; for example, 0.34 means a 34% yield). From a dataset of Reaction yield outcomes from USPTO patents with 853,638 reactions. (1) The reactants are [CH3:1][O:2][CH2:3][CH2:4][O:5][C:6]1[CH:11]=[CH:10][C:9]([NH:12][C:13]2[N:14]=[CH:15][C:16]3[N:21](S(C4C=CC=CC=4)(=O)=O)[CH:20]=[C:19]([C:31]4[CH:32]=[C:33]([NH:37][C:38](=[O:41])[CH:39]=[CH2:40])[CH:34]=[CH:35][CH:36]=4)[C:17]=3[N:18]=2)=[CH:8][CH:7]=1. The catalyst is CCCC[N+](CCCC)(CCCC)CCCC.[F-].C1COCC1. The product is [CH3:1][O:2][CH2:3][CH2:4][O:5][C:6]1[CH:7]=[CH:8][C:9]([NH:12][C:13]2[N:14]=[CH:15][C:16]3[NH:21][CH:20]=[C:19]([C:31]4[CH:32]=[C:33]([NH:37][C:38](=[O:41])[CH:39]=[CH2:40])[CH:34]=[CH:35][CH:36]=4)[C:17]=3[N:18]=2)=[CH:10][CH:11]=1. The yield is 0.840. (2) The reactants are C(OC([NH:8][CH2:9][CH2:10][CH2:11][O:12][C:13]1[CH:22]=[C:21]2[C:16]([C:17]([NH:23][C:24]3[CH:29]=[CH:28][C:27]([Cl:30])=[CH:26][C:25]=3[F:31])=[N:18][CH:19]=[N:20]2)=[CH:15][C:14]=1[O:32][CH3:33])=O)(C)(C)C.[C:34]([OH:40])([C:36]([F:39])([F:38])[F:37])=[O:35]. No catalyst specified. The product is [F:37][C:36]([F:39])([F:38])[C:34]([OH:40])=[O:35].[NH2:8][CH2:9][CH2:10][CH2:11][O:12][C:13]1[CH:22]=[C:21]2[C:16]([C:17]([NH:23][C:24]3[CH:29]=[CH:28][C:27]([Cl:30])=[CH:26][C:25]=3[F:31])=[N:18][CH:19]=[N:20]2)=[CH:15][C:14]=1[O:32][CH3:33]. The yield is 0.940. (3) The reactants are [C:1]1([N:7]2[C:11]([SH:12])=[N:10][N:9]=[N:8]2)[CH:6]=[CH:5][CH:4]=[CH:3][CH:2]=1.C1(C)C=CC(S(O[CH2:23][C:24]2([CH3:27])[CH2:26][O:25]2)(=O)=O)=CC=1.C(=O)([O-])[O-].[K+].[K+].[I-].[Na+]. The product is [CH3:23][C:24]1([CH2:27][S:12][C:11]2[N:7]([C:1]3[CH:2]=[CH:3][CH:4]=[CH:5][CH:6]=3)[N:8]=[N:9][N:10]=2)[CH2:26][O:25]1. The yield is 0.390. The catalyst is CN(C=O)C.O. (4) The reactants are [CH3:1][C:2]([CH3:5])([O-:4])[CH3:3].[K+].[I-].C[S+](C)(C)=O.O=C1C[CH2:18][N:17]([C:20]([O:22][C:23]([CH3:26])([CH3:25])[CH3:24])=[O:21])[CH2:16]C1.O. The catalyst is COCCOC. The product is [O:4]1[C:2]2([CH2:5][CH2:18][N:17]([C:20]([O:22][C:23]([CH3:26])([CH3:25])[CH3:24])=[O:21])[CH2:16][CH2:3]2)[CH2:1]1. The yield is 0.810.